From a dataset of Catalyst prediction with 721,799 reactions and 888 catalyst types from USPTO. Predict which catalyst facilitates the given reaction. (1) Reactant: [CH:1]1[NH:8][C:6](=[O:7])[NH:5][C:3](=[O:4])[C:2]=1C(O)=O.Cl.C(N=C=NCCCN(C)C)C.O.ON1C2C=CC=CC=2N=N1.[CH:35]([C:38]1[C:46]2[C:41](=[N:42][CH:43]=[CH:44][C:45]=2[C:47]2[CH:48]=[N:49][C:50]3[C:55]([CH:56]=2)=[CH:54][CH:53]=[CH:52][CH:51]=3)[N:40]([C:57]2[CH:64]=[CH:63][C:60]([C:61]#[N:62])=[C:59]([NH:65][CH:66]3[CH2:71][CH2:70][NH:69][CH2:68][CH2:67]3)[CH:58]=2)[N:39]=1)([CH3:37])[CH3:36].CN([CH:75]=[O:76])C. Product: [OH:7][C:6]1[N:8]=[C:1]([C:75]([N:69]2[CH2:68][CH2:67][CH:66]([NH:65][C:59]3[CH:58]=[C:57]([N:40]4[C:41]5=[N:42][CH:43]=[CH:44][C:45]([C:47]6[CH:48]=[N:49][C:50]7[C:55]([CH:56]=6)=[CH:54][CH:53]=[CH:52][CH:51]=7)=[C:46]5[C:38]([CH:35]([CH3:37])[CH3:36])=[N:39]4)[CH:64]=[CH:63][C:60]=3[C:61]#[N:62])[CH2:71][CH2:70]2)=[O:76])[CH:2]=[C:3]([OH:4])[N:5]=1. The catalyst class is: 69. (2) Reactant: [Br:1][C:2]1[CH:17]=[CH:16][C:5]([CH2:6][CH:7]([C:12]([O:14]C)=[O:13])[C:8]([O:10]C)=[O:9])=[CH:4][CH:3]=1.[OH-].[K+]. Product: [Br:1][C:2]1[CH:3]=[CH:4][C:5]([CH2:6][CH:7]([C:8]([OH:10])=[O:9])[C:12]([OH:14])=[O:13])=[CH:16][CH:17]=1. The catalyst class is: 40. (3) Reactant: [NH2:1][C:2]1[NH:3][C:4](=O)[C:5]2[S:10][C:9](=[O:11])[N:8]([C@@H:12]3[O:24][C@H:23]([CH2:25][O:26][C:27](=[O:29])[CH3:28])[C@@H:18]([O:19][C:20](=[O:22])[CH3:21])[C@H:13]3[O:14][C:15](=[O:17])[CH3:16])[C:6]=2[N:7]=1.C(N(CC)CC)C.O=P(Cl)(Cl)[Cl:40].C([O-])(O)=O.[Na+]. Product: [NH2:1][C:2]1[N:3]=[C:4]([Cl:40])[C:5]2[S:10][C:9](=[O:11])[N:8]([C@@H:12]3[O:24][C@H:23]([CH2:25][O:26][C:27](=[O:29])[CH3:28])[C@@H:18]([O:19][C:20](=[O:22])[CH3:21])[C@H:13]3[O:14][C:15](=[O:17])[CH3:16])[C:6]=2[N:7]=1. The catalyst class is: 22. (4) Reactant: N[C:2]1[CH:10]=[CH:9][C:5]([C:6]([OH:8])=[O:7])=[CH:4][C:3]=1[N+:11]([O-:13])=[O:12].N([O-])=O.[Na+].[I-:18].[K+]. The catalyst class is: 21. Product: [I:18][C:2]1[CH:10]=[CH:9][C:5]([C:6]([OH:8])=[O:7])=[CH:4][C:3]=1[N+:11]([O-:13])=[O:12]. (5) Reactant: [C:1]([OH:5])([CH3:4])([CH3:3])[CH3:2].Cl[S:7]([N:10]=[C:11]=[O:12])(=[O:9])=[O:8].[NH2:13][C:14]1[CH:15]=[N:16][CH:17]=[CH:18][CH:19]=1.C(N(CC)CC)C. Product: [N:16]1[CH:17]=[CH:18][CH:19]=[C:14]([NH:13][S:7](=[O:9])(=[O:8])[NH:10][C:11]([O:5][C:1]([CH3:4])([CH3:3])[CH3:2])=[O:12])[CH:15]=1. The catalyst class is: 2.